Dataset: Forward reaction prediction with 1.9M reactions from USPTO patents (1976-2016). Task: Predict the product of the given reaction. (1) Given the reactants [H-].[Na+].F[C:4]1[C:9]([F:10])=[C:8]([F:11])[CH:7]=[CH:6][C:5]=1[C:12]1[CH:20]=[CH:19][C:18]([N+:21]([O-:23])=[O:22])=[CH:17][C:13]=1[C:14]([OH:16])=[O:15].C(OCC)(=O)C.Cl, predict the reaction product. The product is: [F:11][C:8]1[C:9]([F:10])=[C:4]2[C:5]([C:12]3[CH:20]=[CH:19][C:18]([N+:21]([O-:23])=[O:22])=[CH:17][C:13]=3[C:14](=[O:16])[O:15]2)=[CH:6][CH:7]=1. (2) Given the reactants [OH:1][CH:2]([CH2:18][CH2:19][CH2:20][CH2:21][CH2:22][CH3:23])[CH2:3][CH2:4][CH2:5][CH2:6][CH2:7][CH2:8][CH2:9][CH2:10][CH2:11][CH2:12][C:13]([O:15][CH2:16][CH3:17])=[O:14].N1C=CC=CC=1.[C:30](Cl)(=[O:48])[CH2:31][CH2:32][CH2:33][CH2:34][CH2:35][CH2:36][CH2:37]/[CH:38]=[CH:39]\[CH2:40][CH2:41][CH2:42][CH2:43][CH2:44][CH2:45][CH2:46][CH3:47].O, predict the reaction product. The product is: [C:30]([O:1][CH:2]([CH2:18][CH2:19][CH2:20][CH2:21][CH2:22][CH3:23])[CH2:3][CH2:4][CH2:5][CH2:6][CH2:7][CH2:8][CH2:9][CH2:10][CH2:11][CH2:12][C:13]([O:15][CH2:16][CH3:17])=[O:14])(=[O:48])[CH2:31][CH2:32][CH2:33][CH2:34][CH2:35][CH2:36][CH2:37]/[CH:38]=[CH:39]\[CH2:40][CH2:41][CH2:42][CH2:43][CH2:44][CH2:45][CH2:46][CH3:47]. (3) Given the reactants [C:1]([Si:5]([CH3:35])([CH3:34])[O:6][CH:7]([C:30]([CH3:33])([CH3:32])[CH3:31])[CH2:8][O:9][C:10]1[CH:15]=[CH:14][C:13]([C:16]([C:21]2[S:25][C:24]([CH:26]=O)=[C:23]([CH3:28])[CH:22]=2)([CH2:19][CH3:20])[CH2:17][CH3:18])=[CH:12][C:11]=1[CH3:29])([CH3:4])([CH3:3])[CH3:2].Cl.[CH3:37][O:38][C:39](=[O:42])[CH2:40][NH2:41], predict the reaction product. The product is: [CH3:37][O:38][C:39](=[O:42])[CH2:40][NH:41][CH2:26][C:24]1[S:25][C:21]([C:16]([C:13]2[CH:14]=[CH:15][C:10]([O:9][CH2:8][CH:7]([O:6][Si:5]([C:1]([CH3:2])([CH3:4])[CH3:3])([CH3:34])[CH3:35])[C:30]([CH3:31])([CH3:32])[CH3:33])=[C:11]([CH3:29])[CH:12]=2)([CH2:19][CH3:20])[CH2:17][CH3:18])=[CH:22][C:23]=1[CH3:28]. (4) Given the reactants [CH3:1][O:2][CH2:3][CH2:4][O:5][C:6]1[C:11]([N+:12]([O-])=O)=[C:10]([O:15][CH2:16][C:17]([F:20])([F:19])[F:18])[CH:9]=[C:8]([CH3:21])[N:7]=1.[H][H], predict the reaction product. The product is: [NH2:12][C:11]1[C:6]([O:5][CH2:4][CH2:3][O:2][CH3:1])=[N:7][C:8]([CH3:21])=[CH:9][C:10]=1[O:15][CH2:16][C:17]([F:18])([F:19])[F:20]. (5) Given the reactants [Br:1][C:2]1[CH:3]=[C:4]2[C:8](=[C:9]([C:11]([O:13][CH2:14][CH3:15])=[O:12])[CH:10]=1)[NH:7][CH:6]=[C:5]2[CH:16]1[CH2:22][CH2:21][CH2:20][S:19][CH2:18][CH2:17]1.[C:23](O[C:23]([O:25][C:26]([CH3:29])([CH3:28])[CH3:27])=[O:24])([O:25][C:26]([CH3:29])([CH3:28])[CH3:27])=[O:24], predict the reaction product. The product is: [Br:1][C:2]1[CH:3]=[C:4]2[C:8](=[C:9]([C:11]([O:13][CH2:14][CH3:15])=[O:12])[CH:10]=1)[N:7]([C:23]([O:25][C:26]([CH3:29])([CH3:28])[CH3:27])=[O:24])[CH:6]=[C:5]2[CH:16]1[CH2:22][CH2:21][CH2:20][S:19][CH2:18][CH2:17]1.